From a dataset of Forward reaction prediction with 1.9M reactions from USPTO patents (1976-2016). Predict the product of the given reaction. Given the reactants [N:1]([CH2:4][C@@H:5]([OH:8])[CH2:6][OH:7])=[N+:2]=[N-:3].N1C=CN=C1.[CH2:14]([Si:16](Cl)([CH2:19][CH3:20])[CH2:17][CH3:18])[CH3:15], predict the reaction product. The product is: [N:1]([CH2:4][C@@H:5]([OH:8])[CH2:6][O:7][Si:16]([CH2:19][CH3:20])([CH2:17][CH3:18])[CH2:14][CH3:15])=[N+:2]=[N-:3].